This data is from Catalyst prediction with 721,799 reactions and 888 catalyst types from USPTO. The task is: Predict which catalyst facilitates the given reaction. (1) Reactant: [Br:1][C:2]1[CH:7]=[CH:6][C:5]([NH:8][C:9](=[O:20])[C:10]2[CH:15]=[CH:14][C:13](Cl)=[C:12]([N+:17]([O-:19])=[O:18])[CH:11]=2)=[CH:4][CH:3]=1.[NH2:21][C:22]1[CH:27]=[CH:26][C:25]([SH:28])=[CH:24][CH:23]=1.C([O-])(=O)C.[Na+]. Product: [NH2:21][C:22]1[CH:27]=[CH:26][C:25]([S:28][C:13]2[CH:14]=[CH:15][C:10]([C:9]([NH:8][C:5]3[CH:6]=[CH:7][C:2]([Br:1])=[CH:3][CH:4]=3)=[O:20])=[CH:11][C:12]=2[N+:17]([O-:19])=[O:18])=[CH:24][CH:23]=1. The catalyst class is: 8. (2) Reactant: [Cl:1][C:2]1[CH:7]=[CH:6][C:5]([CH2:8]Cl)=[CH:4][N+:3]=1[O-:10].[CH3:11][N:12]1[CH2:17][CH2:16][NH:15][CH2:14][CH2:13]1.C(=O)([O-])[O-].[K+].[K+]. Product: [Cl:1][C:2]1[N+:3]([O-:10])=[CH:4][C:5]([CH2:8][N:15]2[CH2:16][CH2:17][N:12]([CH3:11])[CH2:13][CH2:14]2)=[CH:6][CH:7]=1. The catalyst class is: 10.